The task is: Regression/Classification. Given a drug SMILES string, predict its absorption, distribution, metabolism, or excretion properties. Task type varies by dataset: regression for continuous measurements (e.g., permeability, clearance, half-life) or binary classification for categorical outcomes (e.g., BBB penetration, CYP inhibition). Dataset: cyp2d6_veith.. This data is from CYP2D6 inhibition data for predicting drug metabolism from PubChem BioAssay. The result is 0 (non-inhibitor). The molecule is CC(=O)S[C@H]1CC2=CC(=O)CC[C@@]2(C)[C@H]2CC[C@@]3(C)[C@H](CC[C@]34CCC(=O)O4)[C@@H]12.